Dataset: Forward reaction prediction with 1.9M reactions from USPTO patents (1976-2016). Task: Predict the product of the given reaction. Given the reactants [CH2:1]([N:3]1[CH2:8][N:7]([CH3:9])[CH2:6][N:5]([C:10]2[S:11][C:12]3[CH:18]=[C:17]([N+:19]([O-:21])=[O:20])[CH:16]=[CH:15][C:13]=3[N:14]=2)[C:4]1=[O:22])[CH3:2].[C:23]([O:27][C:28](=[O:31])[CH2:29]Cl)([CH3:26])([CH3:25])[CH3:24].CC([O-])(C)C.[K+].[Cl-].[NH4+], predict the reaction product. The product is: [CH2:1]([N:3]1[CH2:8][N:7]([CH3:9])[CH2:6][N:5]([C:10]2[S:11][C:12]3[C:18]([CH2:29][C:28]([O:27][C:23]([CH3:26])([CH3:25])[CH3:24])=[O:31])=[C:17]([N+:19]([O-:21])=[O:20])[CH:16]=[CH:15][C:13]=3[N:14]=2)[C:4]1=[O:22])[CH3:2].